Dataset: Tyrosyl-DNA phosphodiesterase HTS with 341,365 compounds. Task: Binary Classification. Given a drug SMILES string, predict its activity (active/inactive) in a high-throughput screening assay against a specified biological target. (1) The compound is S(c1c(cccc1)C(O)=O)CC(=O)Nc1cc(ccc1)C(O)=O. The result is 0 (inactive). (2) The result is 0 (inactive). The compound is O(c1ccc(cc1)/C=N\Nc1[nH]c(cc(=O)n1)C)C(=O)c1cccnc1. (3) The molecule is O=C(N1C(Cc2c1cccc2)C)COC(=O)c1n[nH]c(=O)c2c1cccc2. The result is 0 (inactive). (4) The result is 0 (inactive). The drug is O=C1N(C2CCCC2)C(=O)C(=O)N1CC(=O)Nc1cc(OC)ccc1. (5) The molecule is S=C(N1CCCCC1)c1ccc(OCC(=O)Nc2c(cc(cc2C)C)C)cc1. The result is 0 (inactive). (6) The drug is S1\C(=C/c2c(n(c(c2)C)c2cc(ccc2)C(O)=O)C)C(=O)N=C1NC(=O)C. The result is 1 (active). (7) The drug is S1C2N(C(=O)C2NC(=O)C(O)c2ccccc2)C(=C(C1)CSc1n(nnn1)C)C([O-])=O. The result is 1 (active).